From a dataset of Peptide-MHC class II binding affinity with 134,281 pairs from IEDB. Regression. Given a peptide amino acid sequence and an MHC pseudo amino acid sequence, predict their binding affinity value. This is MHC class II binding data. (1) The binding affinity (normalized) is 0.922. The MHC is HLA-DPA10103-DPB10601 with pseudo-sequence HLA-DPA10103-DPB10601. The peptide sequence is EKKYFAATNFEPLAA. (2) The peptide sequence is ELQHIILNASYITPY. The MHC is DRB4_0101 with pseudo-sequence DRB4_0103. The binding affinity (normalized) is 0.362.